From a dataset of Catalyst prediction with 721,799 reactions and 888 catalyst types from USPTO. Predict which catalyst facilitates the given reaction. (1) The catalyst class is: 286. Reactant: [CH3:1][N:2]1[C:6]2=[N:7][CH:8]=[CH:9][CH:10]=[C:5]2[NH:4][C:3]1=O.[Cl-:12].[Cl-].[Ca+2]. Product: [Cl:12][C:3]1[N:2]([CH3:1])[C:6]2=[N:7][CH:8]=[CH:9][CH:10]=[C:5]2[N:4]=1. (2) Reactant: C([O:3][C:4]([C:6]1([CH3:27])[CH2:11][CH2:10][N:9]([C:12]2[N:13]=[N:14][C:15]([CH2:20][C:21]3[CH:26]=[CH:25][CH:24]=[CH:23][CH:22]=3)=[C:16]([CH3:19])[C:17]=2[CH3:18])[CH2:8][CH2:7]1)=[O:5])C.[OH-].[Na+]. Product: [CH2:20]([C:15]1[N:14]=[N:13][C:12]([N:9]2[CH2:10][CH2:11][C:6]([CH3:27])([C:4]([OH:5])=[O:3])[CH2:7][CH2:8]2)=[C:17]([CH3:18])[C:16]=1[CH3:19])[C:21]1[CH:26]=[CH:25][CH:24]=[CH:23][CH:22]=1. The catalyst class is: 88. (3) Reactant: [C:1]([OH:9])(=[O:8])[C:2]1[CH:7]=[CH:6][CH:5]=[CH:4][CH:3]=1.[CH3:10][C:11]([OH:16])([CH2:13][CH2:14]O)[CH3:12].C1(N=C=NC2CCCCC2)CCCCC1. Product: [C:1]([O:9][CH2:14][CH2:13][C:11]([CH3:12])([OH:16])[CH3:10])(=[O:8])[C:2]1[CH:7]=[CH:6][CH:5]=[CH:4][CH:3]=1. The catalyst class is: 367. (4) Reactant: [NH2:1][C:2]1[CH:3]=[C:4]([CH:8]=[C:9](Br)[CH:10]=1)[C:5]([OH:7])=[O:6].[CH3:12][C:13]([CH3:18])=[CH:14]B(O)O.C(=O)([O-])[O-].[K+].[K+].O. Product: [NH2:1][C:2]1[CH:3]=[C:4]([CH:8]=[C:9]([CH:12]=[C:13]([CH3:18])[CH3:14])[CH:10]=1)[C:5]([OH:7])=[O:6]. The catalyst class is: 77. (5) Reactant: [CH2:1]([O:8][C:9]1[C:14](C(O)=O)=[CH:13][N:12]=[C:11]([N:18]2[CH:22]=[CH:21][CH:20]=[N:19]2)[N:10]=1)[C:2]1[CH:7]=[CH:6][CH:5]=[CH:4][CH:3]=1.CC[N:25]([CH2:28]C)CC.C1C=CC(P(N=[N+]=[N-])(C2C=CC=CC=2)=[O:37])=CC=1.[CH2:47]([OH:54])[C:48]1[CH:53]=[CH:52][CH:51]=[CH:50][CH:49]=1. Product: [CH2:1]([O:8][C:9]1[C:14]([NH:25][C:28](=[O:37])[O:54][CH2:47][C:48]2[CH:53]=[CH:52][CH:51]=[CH:50][CH:49]=2)=[CH:13][N:12]=[C:11]([N:18]2[CH:22]=[CH:21][CH:20]=[N:19]2)[N:10]=1)[C:2]1[CH:3]=[CH:4][CH:5]=[CH:6][CH:7]=1. The catalyst class is: 182.